This data is from Forward reaction prediction with 1.9M reactions from USPTO patents (1976-2016). The task is: Predict the product of the given reaction. Given the reactants C([O:3][CH2:4][C:5]1[N:6]([CH2:19][C:20]2[O:24][N:23]=[C:22]([C:25]3[CH:30]=[CH:29][C:28]([F:31])=[CH:27][CH:26]=3)[CH:21]=2)[C:7]2[C:16]3[N:15]=[CH:14][CH:13]=[CH:12][C:11]=3[N:10]=[C:9]([NH2:17])[C:8]=2[N:18]=1)C.B(Br)(Br)Br.CO, predict the reaction product. The product is: [NH2:17][C:9]1[C:8]2[N:18]=[C:5]([CH2:4][OH:3])[N:6]([CH2:19][C:20]3[O:24][N:23]=[C:22]([C:25]4[CH:30]=[CH:29][C:28]([F:31])=[CH:27][CH:26]=4)[CH:21]=3)[C:7]=2[C:16]2[N:15]=[CH:14][CH:13]=[CH:12][C:11]=2[N:10]=1.